Dataset: Full USPTO retrosynthesis dataset with 1.9M reactions from patents (1976-2016). Task: Predict the reactants needed to synthesize the given product. Given the product [Cl:45][CH2:2][C:3]1[CH:4]=[CH:5][C:6]([CH:9]2[CH2:14][CH2:13][N:12]([C:15]([O:17][C:18]([CH3:21])([CH3:20])[CH3:19])=[O:16])[CH2:11][CH:10]2[O:22][CH2:23][C:24]2[CH:33]=[CH:32][C:31]3[C:26](=[CH:27][CH:28]=[CH:29][CH:30]=3)[CH:25]=2)=[N:7][CH:8]=1, predict the reactants needed to synthesize it. The reactants are: O[CH2:2][C:3]1[CH2:8][NH:7][C:6]([CH:9]2[CH2:14][CH2:13][N:12]([C:15]([O:17][C:18]([CH3:21])([CH3:20])[CH3:19])=[O:16])[CH2:11][CH:10]2[O:22][CH2:23][C:24]2[CH:33]=[CH:32][C:31]3[C:26](=[CH:27][CH:28]=[CH:29][CH:30]=3)[CH:25]=2)=[CH:5][CH:4]=1.C(N(CC)CC)C.CS([Cl:45])(=O)=O.